From a dataset of Drug-target binding data from BindingDB using IC50 measurements. Regression. Given a target protein amino acid sequence and a drug SMILES string, predict the binding affinity score between them. We predict pIC50 (pIC50 = -log10(IC50 in M); higher means more potent). Dataset: bindingdb_ic50. The pIC50 is 3.6. The target protein (Q94715) has sequence MKQFLTAAIVTLLMTAGYYHLQEDDTNDFERWALKNNKFYTESEKLYRMEIYNSNKRMIEEHNQREDVTYQMGENQFMTLSHEEFVDLYLQKSDSSVNIMGASLPEVQLEGLGAVDWRNYTTVKEQGQCASGWAFSVSNSLEAWYAIRGFQKINASTQQIVDCDYNNTGCSGGYNAYAMEYVLRVGLVSSTNYPYVAKNQTCKQSRNGTYFINGYSFVGGSQSNLQYYLNNYPISVGVEASNWQFYRSGLFSNCSSNGTNHYALAVGFDSANNWIVQNSWGTQWGESGNIRLYPQNTCGILNYPYQVY. The drug is CC[P+](CC)(CC)[Au-]S[C@@H]1O[C@H](COC(C)=O)[C@@H](OC(C)=O)[C@H](OC(C)=O)[C@H]1OC(C)=O.